The task is: Binary Classification. Given a T-cell receptor sequence (or CDR3 region) and an epitope sequence, predict whether binding occurs between them.. This data is from TCR-epitope binding with 47,182 pairs between 192 epitopes and 23,139 TCRs. (1) The epitope is KPLEFGATSAAL. The TCR CDR3 sequence is CASSLWDVNTEAFF. Result: 1 (the TCR binds to the epitope). (2) The epitope is RQLLFVVEV. The TCR CDR3 sequence is CASSLVANEKLFF. Result: 1 (the TCR binds to the epitope). (3) The epitope is GLIYNRMGAVTTEV. The TCR CDR3 sequence is CASSSGYTEAFF. Result: 1 (the TCR binds to the epitope). (4) The epitope is ELAGIGILTV. The TCR CDR3 sequence is CASGLDRGGTQYF. Result: 0 (the TCR does not bind to the epitope). (5) The epitope is KAYNVTQAF. The TCR CDR3 sequence is CASSPTQGPGELFF. Result: 1 (the TCR binds to the epitope). (6) The epitope is ISDYDYYRY. The TCR CDR3 sequence is CASSLGLREQFF. Result: 0 (the TCR does not bind to the epitope). (7) The epitope is IYSKHTPINL. The TCR CDR3 sequence is CASSSTSVQETQYF. Result: 0 (the TCR does not bind to the epitope). (8) Result: 0 (the TCR does not bind to the epitope). The epitope is FLNGSCGSV. The TCR CDR3 sequence is CAIGTGDSNQPQHF. (9) The epitope is GILGFVFTL. The TCR CDR3 sequence is CASSPPPGAVETQYF. Result: 1 (the TCR binds to the epitope). (10) The epitope is ALSKGVHFV. The TCR CDR3 sequence is CATSELAGYEQFF. Result: 1 (the TCR binds to the epitope).